This data is from Full USPTO retrosynthesis dataset with 1.9M reactions from patents (1976-2016). The task is: Predict the reactants needed to synthesize the given product. (1) Given the product [Br:1][C:2]1[N:10]([CH2:15][C:16]2[CH:21]=[CH:20][C:19]([Cl:22])=[CH:18][CH:17]=2)[C:9]2[C:8](=[O:11])[NH:7][C:6](=[O:12])[N:5]([CH3:13])[C:4]=2[N:3]=1, predict the reactants needed to synthesize it. The reactants are: [Br:1][C:2]1[NH:10][C:9]2[C:8](=[O:11])[NH:7][C:6](=[O:12])[N:5]([CH3:13])[C:4]=2[N:3]=1.Br[CH2:15][C:16]1[CH:21]=[CH:20][C:19]([Cl:22])=[CH:18][CH:17]=1.C(=O)([O-])[O-].[K+].[K+]. (2) Given the product [CH3:1][O:2][C:3]([C:5]1[S:6][C:7]([C:14]2[CH:15]=[CH:16][CH:17]=[CH:18][CH:19]=2)=[CH:8][C:9]=1[N:10]([CH:11]([CH3:13])[CH3:12])[C:27]([CH:24]1[CH2:23][CH:22]=[C:21]([CH3:20])[CH2:26][O:25]1)=[O:28])=[O:4], predict the reactants needed to synthesize it. The reactants are: [CH3:1][O:2][C:3]([C:5]1[S:6][C:7]([C:14]2[CH:19]=[CH:18][CH:17]=[CH:16][CH:15]=2)=[CH:8][C:9]=1[NH:10][CH:11]([CH3:13])[CH3:12])=[O:4].[CH3:20][C:21]1[CH2:26][O:25][CH:24]([C:27](O)=[O:28])[CH2:23][CH:22]=1.C1C=CC(P(C2C=CC=CC=2)C2C=CC=CC=2)=CC=1.C1C(=O)N(Cl)C(=O)C1. (3) Given the product [CH2:1]([O:8][C:9]1[C:10]2[N:11]([CH:17]=[N:16][N:15]=2)[CH:12]=[CH:13][CH:14]=1)[C:2]1[CH:3]=[CH:4][CH:5]=[CH:6][CH:7]=1, predict the reactants needed to synthesize it. The reactants are: [CH2:1]([O:8][C:9]1[C:10]([NH:15][NH2:16])=[N:11][CH:12]=[CH:13][CH:14]=1)[C:2]1[CH:7]=[CH:6][CH:5]=[CH:4][CH:3]=1.[CH2:17](OC(OCC)OCC)C. (4) Given the product [C:15]1([C:2]2[C:11]3[C:6](=[CH:7][CH:8]=[CH:9][CH:10]=3)[CH:5]=[N:4][CH:3]=2)[CH:20]=[CH:19][CH:18]=[CH:17][CH:16]=1, predict the reactants needed to synthesize it. The reactants are: Br[C:2]1[C:11]2[C:6](=[CH:7][CH:8]=[CH:9][CH:10]=2)[CH:5]=[N:4][CH:3]=1.C(O)C.[C:15]1(B(O)O)[CH:20]=[CH:19][CH:18]=[CH:17][CH:16]=1.C([O-])([O-])=O.[K+].[K+]. (5) Given the product [Cl:21][C:17]1[CH:16]=[C:15]([NH:14][C:7]2[C:6]3[C:11](=[C:2]([NH:35][C:30](=[O:34])[CH:31]([CH3:33])[CH3:32])[CH:3]=[C:4]([NH:22][CH2:23][C:24]4[CH:25]=[N:26][CH:27]=[CH:28][CH:29]=4)[CH:5]=3)[N:10]=[CH:9][C:8]=2[C:12]#[N:13])[CH:20]=[CH:19][CH:18]=1, predict the reactants needed to synthesize it. The reactants are: Br[C:2]1[CH:3]=[C:4]([NH:22][CH2:23][C:24]2[CH:25]=[N:26][CH:27]=[CH:28][CH:29]=2)[CH:5]=[C:6]2[C:11]=1[N:10]=[CH:9][C:8]([C:12]#[N:13])=[C:7]2[NH:14][C:15]1[CH:20]=[CH:19][CH:18]=[C:17]([Cl:21])[CH:16]=1.[C:30]([NH2:35])(=[O:34])[CH:31]([CH3:33])[CH3:32].[O-]P([O-])([O-])=O.[K+].[K+].[K+].CNCCNC.